This data is from Peptide-MHC class II binding affinity with 134,281 pairs from IEDB. The task is: Regression. Given a peptide amino acid sequence and an MHC pseudo amino acid sequence, predict their binding affinity value. This is MHC class II binding data. (1) The peptide sequence is EEFVVEFDLPAIK. The MHC is DRB1_0402 with pseudo-sequence QEFFIASGAAVDAIMEVHFDYYDIDEATYHVVFT. The binding affinity (normalized) is 0.622. (2) The peptide sequence is RRMWASAQNISGAGW. The MHC is DRB1_1501 with pseudo-sequence DRB1_1501. The binding affinity (normalized) is 0.191.